This data is from Reaction yield outcomes from USPTO patents with 853,638 reactions. The task is: Predict the reaction yield, written as a fraction of the theoretical maximum amount of product (1.0 means a 100% yield; for example, 0.34 means a 34% yield). (1) The catalyst is C1COCC1. The yield is 0.610. The reactants are [BH4-].[Na+].O.[CH3:4][O:5][C:6]([C:8]1[S:9][C:10]([C:31]#[C:32][C:33]([CH3:36])([CH3:35])[CH3:34])=[CH:11][C:12]=1[N:13]([C:21](=[O:30])[C:22]1[CH:27]=[CH:26][C:25]([CH3:28])=[CH:24][C:23]=1[CH3:29])[CH:14]1[CH2:19][CH2:18][C:17](=[O:20])[CH2:16][CH2:15]1)=[O:7].Cl. The product is [CH3:4][O:5][C:6]([C:8]1[S:9][C:10]([C:31]#[C:32][C:33]([CH3:36])([CH3:35])[CH3:34])=[CH:11][C:12]=1[N:13]([C:21](=[O:30])[C:22]1[CH:27]=[CH:26][C:25]([CH3:28])=[CH:24][C:23]=1[CH3:29])[C@H:14]1[CH2:19][CH2:18][C@H:17]([OH:20])[CH2:16][CH2:15]1)=[O:7]. (2) The reactants are Cl[CH2:2][C:3]1[CH:4]=[CH:5][C:6]([F:9])=[N:7][CH:8]=1.[C:10]1([C:16]2[C:20]([C:21]([O:23][CH2:24][CH3:25])=[O:22])=[CH:19][NH:18][N:17]=2)[CH:15]=[CH:14][CH:13]=[CH:12][CH:11]=1.C([O-])([O-])=O.[K+].[K+]. The catalyst is CN(C=O)C.CCOC(C)=O. The product is [CH2:24]([O:23][C:21]([C:20]1[C:16]([C:10]2[CH:15]=[CH:14][CH:13]=[CH:12][CH:11]=2)=[N:17][N:18]([CH2:2][C:3]2[CH:8]=[N:7][C:6]([F:9])=[CH:5][CH:4]=2)[CH:19]=1)=[O:22])[CH3:25]. The yield is 0.810.